Predict which catalyst facilitates the given reaction. From a dataset of Catalyst prediction with 721,799 reactions and 888 catalyst types from USPTO. (1) Reactant: C(O[C:6]([N:8]1[CH2:12][CH2:11][CH2:10][CH:9]1[C:13](=[O:31])[CH:14]([CH2:23][CH2:24][C:25]1[CH:30]=[CH:29][CH:28]=[CH:27][CH:26]=1)[CH2:15][CH2:16][C:17]1[CH:22]=[CH:21][CH:20]=[CH:19][CH:18]=1)=[O:7])(C)(C)C.FC(F)(F)[C:34]([OH:36])=[O:35].[CH2:39](N(CC)CC)C.ClC(=O)C([O-])=O. Product: [CH3:39][O:36][C:34](=[O:35])[C:6](=[O:7])[N:8]1[CH2:12][CH2:11][CH2:10][CH:9]1[C:13](=[O:31])[CH:14]([CH2:23][CH2:24][C:25]1[CH:30]=[CH:29][CH:28]=[CH:27][CH:26]=1)[CH2:15][CH2:16][C:17]1[CH:18]=[CH:19][CH:20]=[CH:21][CH:22]=1. The catalyst class is: 2. (2) The catalyst class is: 63. Reactant: [CH2:1]([C:5]1[C:9](/[CH:10]=[CH:11]/[C:12]2[CH:24]=[CH:23][C:15]([C:16]([NH:18][CH:19]([CH3:22])[CH2:20][OH:21])=[O:17])=[CH:14][N:13]=2)=[C:8]([CH3:25])[O:7][N:6]=1)[CH2:2][CH2:3][CH3:4]. Product: [CH2:1]([C:5]1[C:9]([CH2:10][CH2:11][C:12]2[CH:24]=[CH:23][C:15]([C:16]([NH:18][CH:19]([CH3:22])[CH2:20][OH:21])=[O:17])=[CH:14][N:13]=2)=[C:8]([CH3:25])[O:7][N:6]=1)[CH2:2][CH2:3][CH3:4]. (3) Reactant: [CH3:1][O:2][C:3]1[CH:8]=[C:7]([N+:9]([O-])=O)[CH:6]=[C:5]([O:12][CH2:13][CH2:14][O:15][CH2:16][CH2:17][O:18][CH3:19])[CH:4]=1. The catalyst class is: 50. Product: [CH3:1][O:2][C:3]1[CH:8]=[C:7]([CH:6]=[C:5]([O:12][CH2:13][CH2:14][O:15][CH2:16][CH2:17][O:18][CH3:19])[CH:4]=1)[NH2:9]. (4) Reactant: [NH:1]1[CH2:4][CH:3]([CH:5]2[CH2:10][CH2:9][N:8]([C:11]([C:13]3[S:14][CH:15]=[CH:16][N:17]=3)=[O:12])[CH2:7][CH2:6]2)[CH2:2]1.[F:18][C:19]1[CH:24]=[CH:23][C:22]([N:25]2[C:33]3[C:28](=[CH:29][C:30]([C:34](O)=[O:35])=[CH:31][CH:32]=3)[CH:27]=[CH:26]2)=[CH:21][CH:20]=1.CCN(CC)CC.CN(C(ON1N=NC2C=CC=NC1=2)=[N+](C)C)C.F[P-](F)(F)(F)(F)F. Product: [F:18][C:19]1[CH:24]=[CH:23][C:22]([N:25]2[C:33]3[C:28](=[CH:29][C:30]([C:34]([N:1]4[CH2:2][CH:3]([CH:5]5[CH2:6][CH2:7][N:8]([C:11]([C:13]6[S:14][CH:15]=[CH:16][N:17]=6)=[O:12])[CH2:9][CH2:10]5)[CH2:4]4)=[O:35])=[CH:31][CH:32]=3)[CH:27]=[CH:26]2)=[CH:21][CH:20]=1. The catalyst class is: 2. (5) Reactant: [C:1]([C@@H:5]1[NH:25][C:24](=[O:26])[O:23][CH2:22][CH2:21][CH2:20][CH:19]=[CH:18][C:17]2[N:27]=[C:13]([CH:14]=[CH:15][CH:16]=2)[CH2:12][O:11][C@H:10]2[CH2:28][N:7]([C@H:8]([C:29]([O:31][CH3:32])=[O:30])[CH2:9]2)[C:6]1=[O:33])([CH3:4])([CH3:3])[CH3:2]. Product: [C:1]([C@@H:5]1[NH:25][C:24](=[O:26])[O:23][CH2:22][CH2:21][CH2:20][CH2:19][CH2:18][C:17]2[N:27]=[C:13]([CH:14]=[CH:15][CH:16]=2)[CH2:12][O:11][C@H:10]2[CH2:28][N:7]([C@H:8]([C:29]([O:31][CH3:32])=[O:30])[CH2:9]2)[C:6]1=[O:33])([CH3:4])([CH3:2])[CH3:3].[C:1]([C@@H:5]1[NH:25][C:24](=[O:26])[O:23][CH2:22][CH2:21][CH2:20][CH2:19][CH2:18][CH:17]2[NH:27][CH:13]([CH2:14][CH2:15][CH2:16]2)[CH2:12][O:11][C@H:10]2[CH2:28][N:7]([C@H:8]([C:29]([O:31][CH3:32])=[O:30])[CH2:9]2)[C:6]1=[O:33])([CH3:4])([CH3:2])[CH3:3]. The catalyst class is: 50. (6) Reactant: [OH:1][CH2:2][CH2:3][N:4]1[CH:8]=[C:7]([C:9]2[C:18]3[CH2:17][CH2:16][C@H:15]4[C@H:19]([CH3:26])[C:20](=[O:25])[CH:21]([C:23]#[N:24])[CH2:22][C@:14]4([C:27]4[CH:32]=[CH:31][CH:30]=[CH:29][CH:28]=4)[C:13]=3[N:12]=[C:11]([CH3:33])[N:10]=2)[CH:6]=[N:5]1.ClC1C(=O)C(C#N)=C(C#N)C(=O)C=1Cl. Product: [OH:1][CH2:2][CH2:3][N:4]1[CH:8]=[C:7]([C:9]2[C:18]3[CH2:17][CH2:16][C@H:15]4[C@H:19]([CH3:26])[C:20](=[O:25])[C:21]([C:23]#[N:24])=[CH:22][C@:14]4([C:27]4[CH:28]=[CH:29][CH:30]=[CH:31][CH:32]=4)[C:13]=3[N:12]=[C:11]([CH3:33])[N:10]=2)[CH:6]=[N:5]1. The catalyst class is: 7. (7) Reactant: Cl.C(O[CH:5](OCC)[CH2:6][CH2:7][NH:8][C:9](=[O:22])[C:10]1[CH:15]=[C:14]([CH3:16])[CH:13]=[CH:12][C:11]=1[N:17]1[N:21]=[CH:20][CH:19]=[N:18]1)C.C([O-])(O)=O.[Na+].C([O-])(=O)C.[Na+].Cl.[NH2:37][OH:38]. Product: [OH:38]/[N:37]=[CH:5]/[CH2:6][CH2:7][NH:8][C:9](=[O:22])[C:10]1[CH:15]=[C:14]([CH3:16])[CH:13]=[CH:12][C:11]=1[N:17]1[N:21]=[CH:20][CH:19]=[N:18]1. The catalyst class is: 242.